Dataset: Merck oncology drug combination screen with 23,052 pairs across 39 cell lines. Task: Regression. Given two drug SMILES strings and cell line genomic features, predict the synergy score measuring deviation from expected non-interaction effect. (1) Drug 1: N#Cc1ccc(Cn2cncc2CN2CCN(c3cccc(Cl)c3)C(=O)C2)cc1. Drug 2: CCC1(O)C(=O)OCc2c1cc1n(c2=O)Cc2cc3c(CN(C)C)c(O)ccc3nc2-1. Cell line: VCAP. Synergy scores: synergy=16.2. (2) Drug 1: O=c1[nH]cc(F)c(=O)[nH]1. Drug 2: C#Cc1cccc(Nc2ncnc3cc(OCCOC)c(OCCOC)cc23)c1. Cell line: A2058. Synergy scores: synergy=9.69. (3) Drug 1: Cn1nnc2c(C(N)=O)ncn2c1=O. Drug 2: CC1(c2nc3c(C(N)=O)cccc3[nH]2)CCCN1. Cell line: LNCAP. Synergy scores: synergy=37.2.